This data is from Reaction yield outcomes from USPTO patents with 853,638 reactions. The task is: Predict the reaction yield, written as a fraction of the theoretical maximum amount of product (1.0 means a 100% yield; for example, 0.34 means a 34% yield). (1) The catalyst is C1(C)C=CC=CC=1. The yield is 0.480. The product is [Cl:1][C:2]1[CH:3]=[C:4]([S:8]([N:11]2[C:15]([C:16]3[CH:21]=[CH:20][CH:19]=[CH:18][CH:17]=3)=[CH:14][C:13]([CH2:22][OH:23])=[C:12]2[CH3:27])(=[O:9])=[O:10])[CH:5]=[CH:6][CH:7]=1. The reactants are [Cl:1][C:2]1[CH:3]=[C:4]([S:8]([N:11]2[C:15]([C:16]3[CH:21]=[CH:20][CH:19]=[CH:18][CH:17]=3)=[CH:14][C:13]([C:22](OCC)=[O:23])=[C:12]2[CH3:27])(=[O:10])=[O:9])[CH:5]=[CH:6][CH:7]=1.[H-].C([Al+]CC(C)C)C(C)C. (2) The reactants are Br[C:2]1[CH:11]=[CH:10][C:9]2[C:4](=[C:5]3[CH:15]=[CH:14][CH:13]=[CH:12][C:6]3=[CH:7][CH:8]=2)[N:3]=1.C([Li])CCC.CCCCCC.CN(C)[C:29](=[O:31])[CH3:30].Cl. The catalyst is C1COCC1. The product is [N:3]1[C:4]2[C:9](=[CH:8][CH:7]=[C:6]3[CH:12]=[CH:13][CH:14]=[CH:15][C:5]3=2)[CH:10]=[CH:11][C:2]=1[C:29](=[O:31])[CH3:30]. The yield is 0.770.